This data is from Reaction yield outcomes from USPTO patents with 853,638 reactions. The task is: Predict the reaction yield, written as a fraction of the theoretical maximum amount of product (1.0 means a 100% yield; for example, 0.34 means a 34% yield). (1) The reactants are [F:1][C:2]1[CH:3]=[C:4]([NH:23]C(=O)C)[CH:5]=[CH:6][C:7]=1[O:8][C:9]1[CH:14]=[CH:13][N:12]=[C:11]([NH:15][C:16]2[CH:21]=[CH:20][C:19]([F:22])=[CH:18][CH:17]=2)[CH:10]=1.Cl. The catalyst is CO. The product is [NH2:23][C:4]1[CH:5]=[CH:6][C:7]([O:8][C:9]2[CH:14]=[CH:13][N:12]=[C:11]([NH:15][C:16]3[CH:17]=[CH:18][C:19]([F:22])=[CH:20][CH:21]=3)[CH:10]=2)=[C:2]([F:1])[CH:3]=1. The yield is 0.880. (2) The reactants are [Cl:1][C:2]1[CH:3]=[CH:4][C:5]([CH3:22])=[C:6]([C:8]2[C:9]([C:20]#[N:21])=[CH:10][N:11]([C:13]3[CH:18]=[C:17](Cl)[N:16]=[CH:15][N:14]=3)[CH:12]=2)[CH:7]=1.[NH4+:23].[OH-]. No catalyst specified. The product is [NH2:23][C:17]1[N:16]=[CH:15][N:14]=[C:13]([N:11]2[CH:12]=[C:8]([C:6]3[CH:7]=[C:2]([Cl:1])[CH:3]=[CH:4][C:5]=3[CH3:22])[C:9]([C:20]#[N:21])=[CH:10]2)[CH:18]=1. The yield is 0.880. (3) The reactants are [CH2:1]([O:8][C:9]1[CH:17]=[C:16]([Cl:18])[CH:15]=[CH:14][C:10]=1[C:11]([NH2:13])=[O:12])[C:2]1[CH:7]=[CH:6][CH:5]=[CH:4][CH:3]=1.Cl[C:20]([S:22]Cl)=[O:21].O. The catalyst is C1(C)C=CC=CC=1. The product is [CH2:1]([O:8][C:9]1[CH:17]=[C:16]([Cl:18])[CH:15]=[CH:14][C:10]=1[C:11]1[O:12][C:20](=[O:21])[S:22][N:13]=1)[C:2]1[CH:3]=[CH:4][CH:5]=[CH:6][CH:7]=1. The yield is 0.940. (4) The reactants are [CH3:1][C:2]1[CH:3]=[C:4]([OH:17])[CH:5]=[CH:6][C:7]=1B1OC(C)(C)C(C)(C)O1.[CH3:18][O:19][C:20]([C:22]1[C:30]2[C:25](=[CH:26][C:27](Br)=[CH:28][CH:29]=2)[NH:24][CH:23]=1)=[O:21].[C:32](=O)([O-])[O-].[K+].[K+].Cl. The catalyst is O.C1C=CC([P]([Pd]([P](C2C=CC=CC=2)(C2C=CC=CC=2)C2C=CC=CC=2)([P](C2C=CC=CC=2)(C2C=CC=CC=2)C2C=CC=CC=2)[P](C2C=CC=CC=2)(C2C=CC=CC=2)C2C=CC=CC=2)(C2C=CC=CC=2)C2C=CC=CC=2)=CC=1.C(O)C.CN(C=O)C. The product is [CH3:18][O:19][C:20]([C:22]1[C:30]2[C:25](=[CH:26][C:27]([C:7]3[CH:6]=[CH:5][C:4]([OH:17])=[CH:3][C:2]=3[CH3:1])=[CH:28][CH:29]=2)[N:24]([CH3:32])[CH:23]=1)=[O:21]. The yield is 0.870. (5) The reactants are [I:1][C:2]1[CH:3]=[C:4]2[C:8](=[CH:9][CH:10]=1)[NH:7][C:6](=O)[C:5]2([CH2:13][C:14]([N:16]([CH3:18])[CH3:17])=[O:15])O.B(F)(F)F.CCOCC. The catalyst is COCCOC. The product is [I:1][C:2]1[CH:3]=[C:4]2[C:8](=[CH:9][CH:10]=1)[NH:7][CH:6]=[C:5]2[CH2:13][C:14]([N:16]([CH3:17])[CH3:18])=[O:15]. The yield is 0.750.